This data is from Catalyst prediction with 721,799 reactions and 888 catalyst types from USPTO. The task is: Predict which catalyst facilitates the given reaction. (1) Reactant: CC1C=CC(S(O[CH2:12][C@H:13]2[O:18][C:17]3[CH:19]=[C:20]([S:23]([CH3:26])(=[O:25])=[O:24])[CH:21]=[CH:22][C:16]=3[O:15][CH2:14]2)(=O)=O)=CC=1.[CH3:27][CH:28]1[CH2:33][CH2:32][CH2:31][NH:30][CH2:29]1. Product: [CH3:27][CH:28]1[CH2:33][CH2:32][CH2:31][N:30]([CH2:12][C@H:13]2[O:18][C:17]3[CH:19]=[C:20]([S:23]([CH3:26])(=[O:24])=[O:25])[CH:21]=[CH:22][C:16]=3[O:15][CH2:14]2)[CH2:29]1. The catalyst class is: 10. (2) Reactant: [NH2:1][C:2]1[CH:16]=[CH:15][C:5]([CH2:6][P:7](=[O:14])([O:11][CH2:12][CH3:13])[O:8][CH2:9][CH3:10])=[CH:4][CH:3]=1.[F:17][C:18]([F:36])([F:35])[C:19]1[CH:24]=[CH:23][C:22]([C:25]2[O:29][N:28]=[CH:27][C:26]=2[CH2:30][CH2:31][C:32](O)=[O:33])=[CH:21][CH:20]=1.ON1C2N=CC=CC=2N=N1.C(N=C=NCCCN(C)C)C. Product: [CH2:12]([O:11][P:7]([CH2:6][C:5]1[CH:4]=[CH:3][C:2]([NH:1][C:32](=[O:33])[CH2:31][CH2:30][C:26]2[CH:27]=[N:28][O:29][C:25]=2[C:22]2[CH:23]=[CH:24][C:19]([C:18]([F:35])([F:17])[F:36])=[CH:20][CH:21]=2)=[CH:16][CH:15]=1)([O:8][CH2:9][CH3:10])=[O:14])[CH3:13]. The catalyst class is: 9. (3) Reactant: Cl.[Cl:2][CH2:3][CH2:4][CH2:5][CH:6]([C:18]1[CH:23]=[CH:22][C:21]([F:24])=[CH:20][CH:19]=1)[C:7]([NH:9][NH:10]C(OC(C)(C)C)=O)=[O:8]. Product: [ClH:2].[Cl:2][CH2:3][CH2:4][CH2:5][CH:6]([C:18]1[CH:23]=[CH:22][C:21]([F:24])=[CH:20][CH:19]=1)[C:7]([NH:9][NH2:10])=[O:8]. The catalyst class is: 13. (4) Reactant: [O:1]1CCCC1.[CH2:6]([O:13]CC(O)=O)[C:7]1[CH:12]=[CH:11][CH:10]=[CH:9][CH:8]=1.ON1[C:23]2[CH:24]=[CH:25][CH:26]=[CH:27][C:22]=2N=N1.Cl.C(N=C=NCCCN(C)C)C. Product: [C:10]1([C:22]2[CH:27]=[CH:26][CH:25]=[CH:24][CH:23]=2)[CH:9]=[CH:8][C:7]([C:6]([OH:13])=[O:1])=[CH:12][CH:11]=1. The catalyst class is: 9. (5) Reactant: [CH3:1][C:2]1[C:10]2[C:9]([C:11](O)=[O:12])=[CH:8][C:7]([C:14]3[CH:19]=[CH:18][N:17]=[CH:16][CH:15]=3)=[N:6][C:5]=2[N:4]([CH:20]([CH3:22])[CH3:21])[N:3]=1.[NH2:23][CH2:24][C:25]1[C:26](=[O:33])[NH:27][C:28]([CH3:32])=[CH:29][C:30]=1[CH3:31].CN1CCOCC1.ON1C2N=CC=CC=2N=N1.C(Cl)CCl. Product: [CH3:31][C:30]1[CH:29]=[C:28]([CH3:32])[NH:27][C:26](=[O:33])[C:25]=1[CH2:24][NH:23][C:11]([C:9]1[C:10]2[C:2]([CH3:1])=[N:3][N:4]([CH:20]([CH3:22])[CH3:21])[C:5]=2[N:6]=[C:7]([C:14]2[CH:15]=[CH:16][N:17]=[CH:18][CH:19]=2)[CH:8]=1)=[O:12]. The catalyst class is: 16. (6) Reactant: [C:1]1([C:3](=[CH:5][CH:6]=[CH:7][CH:8]=1)[OH:4])[OH:2].[O-]CC.[Ta+5:12].[O-]CC.[O-]CC.[O-]CC.[O-]CC. Product: [C:1]1([C:3](=[CH:5][CH:6]=[CH:7][CH:8]=1)[O-:4])[O-:2].[Ta+5:12].[C:1]1([C:3](=[CH:5][CH:6]=[CH:7][CH:8]=1)[O-:4])[O-:2].[C:1]1([C:3](=[CH:5][CH:6]=[CH:7][CH:8]=1)[O-:4])[O-:2].[C:1]1([C:3](=[CH:5][CH:6]=[CH:7][CH:8]=1)[O-:4])[O-:2].[C:1]1([C:3](=[CH:5][CH:6]=[CH:7][CH:8]=1)[O-:4])[O-:2].[Ta+5:12]. The catalyst class is: 11. (7) Reactant: C1C(=O)N([Cl:8])C(=O)C1.C(O)(=O)C.C(=O)(OCC)N.[CH3:19][O:20][C:21]1[CH:22]=[CH:23][C:24]2[C:25](=[O:33])[CH:26]3[CH2:32][NH:31][CH2:30][CH:27]3[C:28]=2[CH:29]=1. Product: [Cl:8][C:29]1[C:28]2[CH:27]3[CH2:30][NH:31][CH2:32][CH:26]3[C:25](=[O:33])[C:24]=2[CH:23]=[CH:22][C:21]=1[O:20][CH3:19]. The catalyst class is: 26.